From a dataset of hERG potassium channel inhibition data for cardiac toxicity prediction from Karim et al.. Regression/Classification. Given a drug SMILES string, predict its toxicity properties. Task type varies by dataset: regression for continuous values (e.g., LD50, hERG inhibition percentage) or binary classification for toxic/non-toxic outcomes (e.g., AMES mutagenicity, cardiotoxicity, hepatotoxicity). Dataset: herg_karim. The drug is CC(=O)c1sc(NC(=O)N[C@@H]2CN(C(C)=O)CC[C@H]2CN2CCC[C@@H](Cc3ccc(F)cc3)C2)nc1C. The result is 1 (blocker).